Task: Predict the product of the given reaction.. Dataset: Forward reaction prediction with 1.9M reactions from USPTO patents (1976-2016) Given the reactants [C:1]([C:3]1[C:4]([N:15]2[CH2:18][CH:17]([C:19]([OH:21])=[O:20])[CH2:16]2)=[N:5][C:6]([CH3:14])=[C:7]([C:9]([O:11][CH2:12][CH3:13])=[O:10])[CH:8]=1)#[N:2].[CH3:22]C([O-])C.[Na+].Cl.CCOC(C)=O, predict the reaction product. The product is: [C:1]([C:3]1[C:4]([N:15]2[CH2:16][CH:17]([C:19]([OH:21])=[O:20])[CH2:18]2)=[N:5][C:6]([CH3:14])=[C:7]([C:9]([O:11][CH:12]([CH3:22])[CH3:13])=[O:10])[CH:8]=1)#[N:2].